Dataset: Forward reaction prediction with 1.9M reactions from USPTO patents (1976-2016). Task: Predict the product of the given reaction. (1) Given the reactants [CH3:1][O:2][C:3]([CH:5]1[CH2:12][CH:11]2[NH:13][CH:7]([CH2:8][O:9][CH2:10]2)[CH2:6]1)=[O:4].[CH3:14][O:15][C:16]([C:18]1[C@H:19]([C:31]2[CH:36]=[CH:35][C:34]([F:37])=[CH:33][C:32]=2[Cl:38])[N:20]=[C:21]([C:26]2[S:27][CH:28]=[CH:29][N:30]=2)[NH:22][C:23]=1[CH2:24]Br)=[O:17].CCN(C(C)C)C(C)C, predict the reaction product. The product is: [Cl:38][C:32]1[CH:33]=[C:34]([F:37])[CH:35]=[CH:36][C:31]=1[C@H:19]1[C:18]([C:16]([O:15][CH3:14])=[O:17])=[C:23]([CH2:24][N:13]2[CH:7]3[CH2:6][CH:5]([C:3]([O:2][CH3:1])=[O:4])[CH2:12][CH:11]2[CH2:10][O:9][CH2:8]3)[NH:22][C:21]([C:26]2[S:27][CH:28]=[CH:29][N:30]=2)=[N:20]1. (2) Given the reactants [F:1][C:2]([F:17])([F:16])[C:3]1[CH:15]=[CH:14][C:6]([O:7][CH:8]2[CH2:13][CH2:12][NH:11][CH2:10][CH2:9]2)=[CH:5][CH:4]=1.Br[CH2:19][CH2:20][O:21][CH:22]1[CH2:27][CH2:26][CH2:25][CH2:24][O:23]1.C(=O)([O-])[O-].[K+].[K+].[I-].[Na+], predict the reaction product. The product is: [O:23]1[CH2:24][CH2:25][CH2:26][CH2:27][CH:22]1[O:21][CH2:20][CH2:19][N:11]1[CH2:10][CH2:9][CH:8]([O:7][C:6]2[CH:14]=[CH:15][C:3]([C:2]([F:1])([F:16])[F:17])=[CH:4][CH:5]=2)[CH2:13][CH2:12]1. (3) Given the reactants [Br:1][C:2]1[CH:3]=[CH:4][C:5]2[N:6]([CH:8]=[C:9]([CH2:11][OH:12])[N:10]=2)[CH:7]=1.N1C=CN=C1.[CH3:18][C:19]([Si:22](Cl)([CH3:24])[CH3:23])([CH3:21])[CH3:20], predict the reaction product. The product is: [Br:1][C:2]1[CH:3]=[CH:4][C:5]2[N:6]([CH:8]=[C:9]([CH2:11][O:12][Si:22]([C:19]([CH3:21])([CH3:20])[CH3:18])([CH3:24])[CH3:23])[N:10]=2)[CH:7]=1. (4) Given the reactants Br[C:2]1[CH:3]=[C:4]([C:9]([NH:12][C:13](=[O:23])[O:14][CH:15]2[CH:20]3[CH2:21][CH2:22][N:17]([CH2:18][CH2:19]3)[CH2:16]2)([CH3:11])[CH3:10])[CH:5]=[CH:6][C:7]=1[F:8].[N:24]1[CH:29]=[C:28](B(O)O)[CH:27]=[N:26][CH:25]=1, predict the reaction product. The product is: [F:8][C:7]1[CH:6]=[CH:5][C:4]([C:9]([NH:12][C:13](=[O:23])[O:14][CH:15]2[CH:20]3[CH2:21][CH2:22][N:17]([CH2:18][CH2:19]3)[CH2:16]2)([CH3:11])[CH3:10])=[CH:3][C:2]=1[C:28]1[CH:29]=[N:24][CH:25]=[N:26][CH:27]=1.